The task is: Predict which catalyst facilitates the given reaction.. This data is from Catalyst prediction with 721,799 reactions and 888 catalyst types from USPTO. (1) Reactant: [CH3:1][O:2][C:3]1[CH:4]=[CH:5][C:6]2[C:11]3[CH2:12][CH2:13][N:14]4[CH2:19][C@H:18]5[CH2:20][C@@H:21]([O:30]C(C6C=C(OC)C(OC)=C(OC)C=6)=O)[C@H:22]([O:28][CH3:29])[C@@H:23]([C:24]([O:26][CH3:27])=[O:25])[C@H:17]5[CH2:16][C@@H:15]4[C:10]=3[NH:9][C:7]=2[CH:8]=1.C[O-].[Na+]. Product: [CH3:29][O:28][C@@H:22]1[C@@H:23]([C:24]([O:26][CH3:27])=[O:25])[C@@H:17]2[C@@H:18]([CH2:19][N:14]3[C@H:15]([CH2:16]2)[C:10]2[NH:9][C:7]4[CH:8]=[C:3]([O:2][CH3:1])[CH:4]=[CH:5][C:6]=4[C:11]=2[CH2:12][CH2:13]3)[CH2:20][C@H:21]1[OH:30]. The catalyst class is: 5. (2) Reactant: [F:1][C:2]1[CH:17]=[C:16]([F:18])[CH:15]=[CH:14][C:3]=1[CH2:4][N:5]1[C:10](=[O:11])[CH:9]=[CH:8][C:7]([CH2:12][OH:13])=[N:6]1. Product: [F:1][C:2]1[CH:17]=[C:16]([F:18])[CH:15]=[CH:14][C:3]=1[CH2:4][N:5]1[C:10](=[O:11])[CH:9]=[CH:8][C:7]([CH:12]=[O:13])=[N:6]1. The catalyst class is: 661. (3) The catalyst class is: 1. Product: [F:13][C:2]([F:1])([F:14])[C:3]1[CH:4]=[CH:5][C:6]([CH2:9][C:10]([NH:26][C:27]2[C:35]3[O:34][C:33](=[O:36])[NH:32][C:31]=3[CH:30]=[CH:29][CH:28]=2)=[O:12])=[CH:7][CH:8]=1. Reactant: [F:1][C:2]([F:14])([F:13])[C:3]1[CH:8]=[CH:7][C:6]([CH2:9][C:10]([OH:12])=O)=[CH:5][CH:4]=1.CCOC(OC(OCC)=O)=O.[NH2:26][C:27]1[C:35]2[O:34][C:33](=[O:36])[NH:32][C:31]=2[CH:30]=[CH:29][CH:28]=1.